This data is from Full USPTO retrosynthesis dataset with 1.9M reactions from patents (1976-2016). The task is: Predict the reactants needed to synthesize the given product. (1) Given the product [CH2:21]([O:23][C:24]([C:26]1[CH:31]=[CH:30][C:29]([C:10]2[CH:9]=[C:8]([NH:7][C:6]([O:5][C:1]([CH3:4])([CH3:3])[CH3:2])=[O:20])[CH:13]=[CH:12][C:11]=2[O:14][C:15]([F:18])([F:17])[F:16])=[CH:28][CH:27]=1)=[O:25])[CH3:22], predict the reactants needed to synthesize it. The reactants are: [C:1]([O:5][C:6](=[O:20])[NH:7][C:8]1[CH:13]=[CH:12][C:11]([O:14][C:15]([F:18])([F:17])[F:16])=[C:10](Br)[CH:9]=1)([CH3:4])([CH3:3])[CH3:2].[CH2:21]([O:23][C:24]([C:26]1[CH:31]=[CH:30][C:29](B(O)O)=[CH:28][CH:27]=1)=[O:25])[CH3:22].C(=O)([O-])[O-].[Cs+].[Cs+]. (2) Given the product [C:2]([CH:4]1[CH2:9][CH2:8][CH2:7][CH2:6][N:5]1[C:18]([C:17]1[CH:21]=[C:13]([CH3:12])[CH:14]=[CH:15][C:16]=1[N:22]1[N:26]=[CH:25][CH:24]=[N:23]1)=[O:19])#[CH:3], predict the reactants needed to synthesize it. The reactants are: Cl.[C:2]([CH:4]1[CH2:9][CH2:8][CH2:7][CH2:6][NH:5]1)#[CH:3].[OH-].[Na+].[CH3:12][C:13]1[CH:14]=[CH:15][C:16]([N:22]2[N:26]=[CH:25][CH:24]=[N:23]2)=[C:17]([CH:21]=1)[C:18](Cl)=[O:19]. (3) Given the product [C:71]([C:66]1[CH:67]=[C:68]2[C:63](=[CH:64][CH:65]=1)[N:62]=[C:61]([NH2:60])[N:70]=[CH:69]2)#[CH:72], predict the reactants needed to synthesize it. The reactants are: BrC1C=C2C(=CC=1)N=C(NC1C=C(C3C=NN(C)C=3)C=C(CN3CC(C)OC(C)C3)C=1)N=C2.[Si](C#C)(C)(C)C.CC1CN(CC2C=C([NH:60][C:61]3[N:70]=[CH:69][C:68]4[C:63](=[CH:64][CH:65]=[C:66]([C:71]#[CH:72])[CH:67]=4)[N:62]=3)C=C(C3C=NN(C)C=3)C=2)CC(C)O1.[OH-].[Na+].Cl.